This data is from Forward reaction prediction with 1.9M reactions from USPTO patents (1976-2016). The task is: Predict the product of the given reaction. Given the reactants OCCCO[C:6]1[CH:11]=[CH:10][C:9]([C:12]2[CH:17]=[CH:16][C:15](O)=[CH:14][CH:13]=2)=[CH:8][CH:7]=1.[C:19]([OH:24])(=[O:23])[C:20]([CH3:22])=[CH2:21].C1(N=C=N[CH:34]2[CH2:39][CH2:38]CCC2)CCCCC1.O.O.C(O)(=O)[C:43]([OH:45])=[O:44], predict the reaction product. The product is: [CH3:21][C:20](=[CH2:22])[C:19]([O:24][C:16]1[CH:17]=[C:12]([C:9]2[CH:8]=[CH:7][CH:6]=[C:11]([O:45][C:43](=[O:44])[C:39]([CH3:38])=[CH2:34])[CH:10]=2)[CH:13]=[CH:14][CH:15]=1)=[O:23].